From a dataset of Catalyst prediction with 721,799 reactions and 888 catalyst types from USPTO. Predict which catalyst facilitates the given reaction. (1) Reactant: CS(O[CH2:6][C:7]1[C:8]2[CH:16]=[C:15]([CH:17]3[CH2:22][CH2:21][C:20]([CH3:24])([CH3:23])[CH2:19][CH2:18]3)[S:14][C:9]=2[N:10]=[C:11]([CH3:13])[N:12]=1)(=O)=O.Cl.[NH:26]1[CH2:30][C@H:29]([OH:31])[C@H:28]([OH:32])[CH2:27]1.C([O-])([O-])=O.[K+].[K+].O. Product: [CH3:23][C:20]1([CH3:24])[CH2:21][CH2:22][CH:17]([C:15]2[S:14][C:9]3[N:10]=[C:11]([CH3:13])[N:12]=[C:7]([CH2:6][N:26]4[CH2:30][C@H:29]([OH:31])[C@H:28]([OH:32])[CH2:27]4)[C:8]=3[CH:16]=2)[CH2:18][CH2:19]1. The catalyst class is: 3. (2) Reactant: [C:1]([N:5]1[C:9](=[O:10])[C:8](Cl)=[C:7]([C:12]2[CH:17]=[CH:16][CH:15]=[CH:14][CH:13]=2)[S:6]1(=[O:19])=[O:18])([CH3:4])([CH3:3])[CH3:2].[C:20]1([CH2:26][CH2:27][NH2:28])[CH:25]=[CH:24][CH:23]=[CH:22][CH:21]=1. Product: [C:1]([N:5]1[C:9](=[O:10])[C:8]([NH:28][CH2:27][CH2:26][C:20]2[CH:25]=[CH:24][CH:23]=[CH:22][CH:21]=2)=[C:7]([C:12]2[CH:17]=[CH:16][CH:15]=[CH:14][CH:13]=2)[S:6]1(=[O:19])=[O:18])([CH3:4])([CH3:3])[CH3:2]. The catalyst class is: 23. (3) Reactant: [C:1]([C:3]1[C:4]([NH2:10])=[N:5][C:6]([NH2:9])=[CH:7][CH:8]=1)#[CH:2].[CH2:11]([O:15][CH2:16][C:17]1[CH:22]=[CH:21][C:20]([CH2:23][C:24](Cl)=[N:25][OH:26])=[CH:19][CH:18]=1)[CH2:12][CH2:13][CH3:14].C(N(CC)CC)C. Product: [CH2:11]([O:15][CH2:16][C:17]1[CH:18]=[CH:19][C:20]([CH2:23][C:24]2[CH:2]=[C:1]([C:3]3[C:4]([NH2:10])=[N:5][C:6]([NH2:9])=[CH:7][CH:8]=3)[O:26][N:25]=2)=[CH:21][CH:22]=1)[CH2:12][CH2:13][CH3:14]. The catalyst class is: 7. (4) Reactant: [CH3:1][O:2][C:3]([C:5]1[CH:13]=[C:12]2[C:8]([CH:9]=[CH:10][N:11]2[S:14]([C:17]2[CH:22]=[CH:21][C:20](Br)=[CH:19][CH:18]=2)(=[O:16])=[O:15])=[CH:7][CH:6]=1)=[O:4].C1C=CC(P(C2C(C3C(P(C4C=CC=CC=4)C4C=CC=CC=4)=CC=C4C=3C=CC=C4)=C3C(C=CC=C3)=CC=2)C2C=CC=CC=2)=CC=1.[O-]P([O-])([O-])=O.[K+].[K+].[K+].[NH:78]1[CH2:83][CH2:82][O:81][CH2:80][CH2:79]1. The catalyst class is: 225. Product: [CH3:1][O:2][C:3]([C:5]1[CH:13]=[C:12]2[C:8]([CH:9]=[CH:10][N:11]2[S:14]([C:17]2[CH:22]=[CH:21][C:20]([N:78]3[CH2:83][CH2:82][O:81][CH2:80][CH2:79]3)=[CH:19][CH:18]=2)(=[O:16])=[O:15])=[CH:7][CH:6]=1)=[O:4]. (5) Reactant: [Cl:1][C:2]1[CH:3]=[C:4]2[C:12](=[CH:13][CH:14]=1)[NH:11][C:10]1[CH:9]([NH2:15])[CH2:8][CH2:7][CH2:6][C:5]2=1.CS([C:20]1[N:25]=[CH:24][CH:23]=[CH:22][N:21]=1)(=O)=O. Product: [Cl:1][C:2]1[CH:3]=[C:4]2[C:12](=[CH:13][CH:14]=1)[NH:11][C:10]1[CH:9]([NH:15][C:20]3[N:25]=[CH:24][CH:23]=[CH:22][N:21]=3)[CH2:8][CH2:7][CH2:6][C:5]2=1. The catalyst class is: 42. (6) Reactant: Br[C:2]1[CH:7]=[C:6]([Br:8])[N:5]=[C:4]([Cl:9])[C:3]=1[O:10][CH:11]([F:13])[F:12].[N-:14]=[N+:15]=[N-:16].[Na+]. Product: [N:14]([C:2]1[CH:7]=[C:6]([Br:8])[N:5]=[C:4]([Cl:9])[C:3]=1[O:10][CH:11]([F:13])[F:12])=[N+:15]=[N-:16]. The catalyst class is: 3. (7) Reactant: [Cl:1][C:2]1[CH:7]=[CH:6][C:5]([CH2:8][CH:9]2[CH2:13][CH2:12][NH:11][C:10]2=[CH:14][N+:15]([O-:17])=[O:16])=[CH:4][N:3]=1.[CH2:18](I)[CH3:19].C(=O)([O-])[O-].[K+].[K+]. Product: [Cl:1][C:2]1[CH:7]=[CH:6][C:5]([CH2:8][CH:9]2[CH2:13][CH2:12][N:11]([CH2:18][CH3:19])[C:10]2=[CH:14][N+:15]([O-:17])=[O:16])=[CH:4][N:3]=1. The catalyst class is: 9. (8) Reactant: [Cl:1][C:2]1[CH:7]=[CH:6][C:5]([C:8]2[NH:12][N:11]=[N:10][CH:9]=2)=[CH:4][C:3]=1[CH2:13][NH:14][C:15](=[O:18])[O:16][CH3:17].[CH3:19][C:20]1[CH:27]=[CH:26][C:23]([CH2:24]Br)=[CH:22][CH:21]=1.C(=O)([O-])[O-].[K+].[K+]. Product: [Cl:1][C:2]1[CH:7]=[CH:6][C:5]([C:8]2[CH:9]=[N:10][N:11]([CH2:19][C:20]3[CH:27]=[CH:26][C:23]([CH3:24])=[CH:22][CH:21]=3)[N:12]=2)=[CH:4][C:3]=1[CH2:13][NH:14][C:15](=[O:18])[O:16][CH3:17]. The catalyst class is: 9. (9) Reactant: [F:1][C:2]([F:6])([F:5])[CH2:3][OH:4].[O:7]1[CH2:11][CH2:10]OC1=O. Product: [F:1][C:2]([F:6])([F:5])[CH2:3][O:4][CH2:10][CH2:11][OH:7]. The catalyst class is: 424.